This data is from Forward reaction prediction with 1.9M reactions from USPTO patents (1976-2016). The task is: Predict the product of the given reaction. (1) Given the reactants [H-].[Na+].[Cl:3][C:4]1[CH:9]=[CH:8][N:7]=[C:6]2[NH:10][CH:11]=[CH:12][C:5]=12.Cl[Si:14]([CH:21]([CH3:23])[CH3:22])([CH:18]([CH3:20])[CH3:19])[CH:15]([CH3:17])[CH3:16].O, predict the reaction product. The product is: [Cl:3][C:4]1[CH:9]=[CH:8][N:7]=[C:6]2[N:10]([Si:14]([CH:21]([CH3:23])[CH3:22])([CH:18]([CH3:20])[CH3:19])[CH:15]([CH3:17])[CH3:16])[CH:11]=[CH:12][C:5]=12. (2) Given the reactants [Br:1][C:2]1[CH:7]=[CH:6][C:5]([CH:8](Br)[CH2:9][CH2:10][CH2:11]Br)=[CH:4][CH:3]=1.[C:14]([O:18][C:19]([N:21]1[CH2:25][C:24](=[O:26])[N:23]([C:27]2[CH:32]=[C:31]([Cl:33])[CH:30]=[C:29]([Cl:34])[CH:28]=2)[C:22]1=[O:35])=[O:20])([CH3:17])([CH3:16])[CH3:15], predict the reaction product. The product is: [C:14]([O:18][C:19]([N:21]1[C@@:25]2([CH2:11][CH2:10][CH2:9][C@H:8]2[C:5]2[CH:4]=[CH:3][C:2]([Br:1])=[CH:7][CH:6]=2)[C:24](=[O:26])[N:23]([C:27]2[CH:32]=[C:31]([Cl:33])[CH:30]=[C:29]([Cl:34])[CH:28]=2)[C:22]1=[O:35])=[O:20])([CH3:17])([CH3:15])[CH3:16]. (3) Given the reactants Cl[C:2]1[CH:3]=[C:4]([C:8]2([CH3:18])[NH:13][C:12](=[O:14])[CH2:11][N:10]3[N:15]=[CH:16][CH:17]=[C:9]23)[CH:5]=[CH:6][CH:7]=1.[N:19]1[CH:24]=[C:23](B(O)O)[CH:22]=[N:21][CH:20]=1.C1(P(C2CCCCC2)C2C=CC=CC=2C2C(OC)=CC=CC=2OC)CCCCC1.P([O-])([O-])([O-])=O.[K+].[K+].[K+], predict the reaction product. The product is: [CH3:18][C:8]1([C:4]2[CH:5]=[CH:6][CH:7]=[C:2]([C:23]3[CH:24]=[N:19][CH:20]=[N:21][CH:22]=3)[CH:3]=2)[NH:13][C:12](=[O:14])[CH2:11][N:10]2[N:15]=[CH:16][CH:17]=[C:9]12. (4) The product is: [C:16]1(=[C:8]([C:5]2[CH:6]=[CH:7][C:2]([C:28]3[C:24]([CH3:23])=[N:25][O:26][C:27]=3[CH3:32])=[CH:3][CH:4]=2)[C:9]2[CH:14]=[CH:13][C:12]([OH:15])=[CH:11][CH:10]=2)[CH2:22][CH2:21][CH2:20][CH2:19][CH2:18][CH2:17]1. Given the reactants Br[C:2]1[CH:7]=[CH:6][C:5]([C:8](=[C:16]2[CH2:22][CH2:21][CH2:20][CH2:19][CH2:18][CH2:17]2)[C:9]2[CH:14]=[CH:13][C:12]([OH:15])=[CH:11][CH:10]=2)=[CH:4][CH:3]=1.[CH3:23][C:24]1[C:28](B(O)O)=[C:27]([CH3:32])[O:26][N:25]=1.C([O-])([O-])=O.[Na+].[Na+], predict the reaction product. (5) Given the reactants [CH:1]1([C:4]([C:6]2[CH:11]=[CH:10][CH:9]=[CH:8][N:7]=2)=O)[CH2:3][CH2:2]1.[CH3:12][N:13]1[C:17]2[CH:18]=[CH:19][CH:20]=[CH:21][C:16]=2[N:15]=[C:14]1[NH:22][NH2:23], predict the reaction product. The product is: [CH3:12][N:13]1[C:17]2[CH:18]=[CH:19][CH:20]=[CH:21][C:16]=2[N:15]=[C:14]1[NH:22]/[N:23]=[C:4](/[CH:1]1[CH2:3][CH2:2]1)\[C:6]1[CH:11]=[CH:10][CH:9]=[CH:8][N:7]=1. (6) The product is: [Si:1]([O:8][CH2:9][CH:10]1[CH2:22][CH2:21][N:13]2[C:14]3[C:19]([C:20]([C:23](=[O:27])[C:24]([O:39][CH3:38])=[O:25])=[C:12]2[CH2:11]1)=[CH:18][CH:17]=[CH:16][CH:15]=3)([C:4]([CH3:7])([CH3:6])[CH3:5])([CH3:3])[CH3:2]. Given the reactants [Si:1]([O:8][CH2:9][CH:10]1[CH2:22][CH2:21][N:13]2[C:14]3[C:19]([CH:20]=[C:12]2[CH2:11]1)=[CH:18][CH:17]=[CH:16][CH:15]=3)([C:4]([CH3:7])([CH3:6])[CH3:5])([CH3:3])[CH3:2].[C:23](Cl)(=[O:27])[C:24](Cl)=[O:25].CCN(C(C)C)C(C)C.[CH3:38][OH:39], predict the reaction product. (7) Given the reactants [OH:1][CH2:2][CH:3]1[CH2:9][CH:8]2[N:10]([C:11]([O:13][C:14]([CH3:17])([CH3:16])[CH3:15])=[O:12])[CH:5]([CH2:6][CH2:7]2)[CH2:4]1.I([O-])(=O)(=O)=[O:19].[Na+].C(OCC)(=O)C.O, predict the reaction product. The product is: [CH3:15][C:14]([O:13][C:11]([N:10]1[C@@H:8]2[CH2:9][CH:3]([C:2]([OH:19])=[O:1])[CH2:4][C@H:5]1[CH2:6][CH2:7]2)=[O:12])([CH3:17])[CH3:16].